The task is: Binary classification across 12 toxicity assays.. This data is from Tox21: 12 toxicity assays (nuclear receptors and stress response pathways). (1) The drug is C[C@H](CCC(=O)NCC(=O)O)[C@H]1CC[C@H]2[C@H]3[C@H](C[C@H](O)[C@@]21C)[C@@]1(C)CC[C@@H](O)C[C@H]1C[C@H]3O. It tested positive (active) for: NR-ER (Estrogen Receptor agonist activity). (2) The compound is CC(=O)OCC(=O)[C@@]12N=C(C)O[C@@H]1C[C@H]1[C@@H]3CCC4=CC(=O)C=C[C@]4(C)[C@H]3[C@@H](O)C[C@@]12C. It tested positive (active) for: NR-AR (Androgen Receptor agonist activity), and NR-ER (Estrogen Receptor agonist activity). (3) The molecule is Sc1nc2ccccc2s1. It tested positive (active) for: NR-AhR (Aryl hydrocarbon Receptor agonist activity), NR-PPAR-gamma (PPAR-gamma nuclear receptor agonist), SR-ARE (Antioxidant Response Element (oxidative stress)), SR-HSE (Heat Shock Element response), and SR-MMP (Mitochondrial Membrane Potential disruption). (4) The drug is C=C1CC[C@H](O)C/C1=C/C=C1\CCC[C@@]2(C)[C@H]1CC[C@@H]2[C@H](C)CCCC(C)(C)O. It tested positive (active) for: SR-MMP (Mitochondrial Membrane Potential disruption). (5) The molecule is c1ccc(-c2cccc(-c3ccccc3)c2)cc1. It tested positive (active) for: NR-AhR (Aryl hydrocarbon Receptor agonist activity), NR-ER (Estrogen Receptor agonist activity), SR-ARE (Antioxidant Response Element (oxidative stress)), and SR-MMP (Mitochondrial Membrane Potential disruption). (6) The compound is c1ccc2scnc2c1. It tested positive (active) for: NR-AhR (Aryl hydrocarbon Receptor agonist activity). (7) The compound is Cc1cc(-n2nc3ccc(Cl)cc3n2)c(O)c(C(C)(C)C)c1. It tested positive (active) for: NR-ER (Estrogen Receptor agonist activity). (8) The compound is O=C(O[C@@H]1Cc2c(O)cc(O)cc2O[C@@H]1c1cc(O)c(O)c(O)c1)c1cc(O)c(O)c(O)c1. It tested positive (active) for: NR-AR (Androgen Receptor agonist activity). (9) The compound is O=C(OC[C@H]1O[C@@H](OC(=O)c2cc(O)c(O)c(OC(=O)c3cc(O)c(O)c(O)c3)c2)[C@H](OC(=O)c2cc(O)c(O)c(OC(=O)c3cc(O)c(O)c(O)c3)c2)[C@@H](OC(=O)c2cc(O)c(O)c(OC(=O)c3cc(O)c(O)c(O)c3)c2)[C@@H]1OC(=O)c1cc(O)c(O)c(OC(=O)c2cc(O)c(O)c(O)c2)c1)c1cc(O)c(O)c(OC(=O)c2cc(O)c(O)c(O)c2)c1. It tested positive (active) for: NR-AR (Androgen Receptor agonist activity), NR-AhR (Aryl hydrocarbon Receptor agonist activity), SR-ARE (Antioxidant Response Element (oxidative stress)), SR-ATAD5 (ATAD5 genotoxicity (DNA damage)), SR-MMP (Mitochondrial Membrane Potential disruption), and SR-p53 (p53 tumor suppressor activation).